From a dataset of Peptide-MHC class I binding affinity with 185,985 pairs from IEDB/IMGT. Regression. Given a peptide amino acid sequence and an MHC pseudo amino acid sequence, predict their binding affinity value. This is MHC class I binding data. (1) The peptide sequence is CPAVAVHDF. The MHC is HLA-B51:01 with pseudo-sequence HLA-B51:01. The binding affinity (normalized) is 0.493. (2) The peptide sequence is EVAQRAYR. The MHC is HLA-A31:01 with pseudo-sequence HLA-A31:01. The binding affinity (normalized) is 0.496. (3) The peptide sequence is AVRLVVGPL. The MHC is HLA-A02:06 with pseudo-sequence HLA-A02:06. The binding affinity (normalized) is 0.496.